Dataset: Merck oncology drug combination screen with 23,052 pairs across 39 cell lines. Task: Regression. Given two drug SMILES strings and cell line genomic features, predict the synergy score measuring deviation from expected non-interaction effect. (1) Drug 1: CC(=O)OC1C(=O)C2(C)C(O)CC3OCC3(OC(C)=O)C2C(OC(=O)c2ccccc2)C2(O)CC(OC(=O)C(O)C(NC(=O)c3ccccc3)c3ccccc3)C(C)=C1C2(C)C. Drug 2: Cn1cc(-c2cnn3c(N)c(Br)c(C4CCCNC4)nc23)cn1. Cell line: OV90. Synergy scores: synergy=4.90. (2) Drug 1: CCC1=CC2CN(C1)Cc1c([nH]c3ccccc13)C(C(=O)OC)(c1cc3c(cc1OC)N(C)C1C(O)(C(=O)OC)C(OC(C)=O)C4(CC)C=CCN5CCC31C54)C2. Drug 2: C#Cc1cccc(Nc2ncnc3cc(OCCOC)c(OCCOC)cc23)c1. Cell line: NCIH1650. Synergy scores: synergy=12.8. (3) Drug 1: COc1cccc2c1C(=O)c1c(O)c3c(c(O)c1C2=O)CC(O)(C(=O)CO)CC3OC1CC(N)C(O)C(C)O1. Drug 2: CC1(c2nc3c(C(N)=O)cccc3[nH]2)CCCN1. Cell line: MDAMB436. Synergy scores: synergy=0.368. (4) Drug 1: COc1cc(C2c3cc4c(cc3C(OC3OC5COC(C)OC5C(O)C3O)C3COC(=O)C23)OCO4)cc(OC)c1O. Drug 2: C#Cc1cccc(Nc2ncnc3cc(OCCOC)c(OCCOC)cc23)c1. Cell line: SKOV3. Synergy scores: synergy=21.0. (5) Drug 1: N.N.O=C(O)C1(C(=O)O)CCC1.[Pt]. Drug 2: Cn1cc(-c2cnn3c(N)c(Br)c(C4CCCNC4)nc23)cn1. Cell line: A427. Synergy scores: synergy=4.18. (6) Synergy scores: synergy=5.62. Drug 1: CN1C(=O)C=CC2(C)C3CCC4(C)C(NC(=O)OCC(F)(F)F)CCC4C3CCC12. Drug 2: CN(Cc1cnc2nc(N)nc(N)c2n1)c1ccc(C(=O)NC(CCC(=O)O)C(=O)O)cc1. Cell line: OV90. (7) Drug 1: O=c1[nH]cc(F)c(=O)[nH]1. Drug 2: COC1CC2CCC(C)C(O)(O2)C(=O)C(=O)N2CCCCC2C(=O)OC(C(C)CC2CCC(OP(C)(C)=O)C(OC)C2)CC(=O)C(C)C=C(C)C(O)C(OC)C(=O)C(C)CC(C)C=CC=CC=C1C. Cell line: ES2. Synergy scores: synergy=15.7. (8) Drug 1: O=S1(=O)NC2(CN1CC(F)(F)F)C1CCC2Cc2cc(C=CCN3CCC(C(F)(F)F)CC3)ccc2C1. Drug 2: COc1cccc2c1C(=O)c1c(O)c3c(c(O)c1C2=O)CC(O)(C(=O)CO)CC3OC1CC(N)C(O)C(C)O1. Cell line: RPMI7951. Synergy scores: synergy=-1.32. (9) Drug 1: COc1cccc2c1C(=O)c1c(O)c3c(c(O)c1C2=O)CC(O)(C(=O)CO)CC3OC1CC(N)C(O)C(C)O1. Drug 2: Cn1c(=O)n(-c2ccc(C(C)(C)C#N)cc2)c2c3cc(-c4cnc5ccccc5c4)ccc3ncc21. Cell line: CAOV3. Synergy scores: synergy=4.14. (10) Drug 2: COC1=C2CC(C)CC(OC)C(O)C(C)C=C(C)C(OC(N)=O)C(OC)C=CC=C(C)C(=O)NC(=CC1=O)C2=O. Synergy scores: synergy=3.93. Drug 1: CN1C(=O)C=CC2(C)C3CCC4(C)C(NC(=O)OCC(F)(F)F)CCC4C3CCC12. Cell line: LOVO.